Predict which catalyst facilitates the given reaction. From a dataset of Catalyst prediction with 721,799 reactions and 888 catalyst types from USPTO. Reactant: Br[CH2:2][N:3]1[C:12]2[C:7](=[CH:8][CH:9]=[CH:10][N:11]=2)[CH:6]=[C:5]([C:13]([O:15][CH3:16])=[O:14])[C:4]1=[O:17].[CH2:18]([SH:20])[CH3:19].C(=O)([O-])[O-].[K+].[K+].O. Product: [CH2:18]([S:20][CH2:2][N:3]1[C:12]2[C:7](=[CH:8][CH:9]=[CH:10][N:11]=2)[CH:6]=[C:5]([C:13]([O:15][CH3:16])=[O:14])[C:4]1=[O:17])[CH3:19]. The catalyst class is: 9.